Dataset: Catalyst prediction with 721,799 reactions and 888 catalyst types from USPTO. Task: Predict which catalyst facilitates the given reaction. (1) Reactant: C(OC([N:8]1[CH2:14][CH2:13][CH2:12][N:11]([C:15]2[N:19]([CH2:20][CH:21]3[CH2:23][CH2:22]3)[C:18]3[CH:24]=[CH:25][CH:26]=[CH:27][C:17]=3[N:16]=2)[CH2:10][CH2:9]1)=O)(C)(C)C.[IH:28]. Product: [IH:28].[IH:28].[CH:21]1([CH2:20][N:19]2[C:18]3[CH:24]=[CH:25][CH:26]=[CH:27][C:17]=3[N:16]=[C:15]2[N:11]2[CH2:12][CH2:13][CH2:14][NH:8][CH2:9][CH2:10]2)[CH2:22][CH2:23]1. The catalyst class is: 8. (2) Reactant: C([O:3][C:4]([C:6]1([C:9]2[CH:14]=[CH:13][C:12]([C:15]3[CH:20]=[CH:19][C:18]([C:21]4[S:22][C:23]([Cl:37])=[CH:24][C:25]=4[NH:26][C:27]([O:29][CH:30]([C:32]4[CH:36]=[CH:35][S:34][CH:33]=4)[CH3:31])=[O:28])=[CH:17][CH:16]=3)=[CH:11][CH:10]=2)[CH2:8][CH2:7]1)=[O:5])C.C(O)(C)C.[OH-].[Na+].Cl. Product: [Cl:37][C:23]1[S:22][C:21]([C:18]2[CH:19]=[CH:20][C:15]([C:12]3[CH:11]=[CH:10][C:9]([C:6]4([C:4]([OH:5])=[O:3])[CH2:8][CH2:7]4)=[CH:14][CH:13]=3)=[CH:16][CH:17]=2)=[C:25]([NH:26][C:27]([O:29][CH:30]([C:32]2[CH:36]=[CH:35][S:34][CH:33]=2)[CH3:31])=[O:28])[CH:24]=1. The catalyst class is: 253. (3) Reactant: [CH3:1][C:2]1[N:7]=[C:6]([C:8]([OH:10])=O)[C:5]([C:11]2[N:16]=[CH:15][CH:14]=[CH:13][N:12]=2)=[CH:4][CH:3]=1.C1CCC(N=C=NC2CCCCC2)CC1.FC1C(O)=C(F)C(F)=C(F)C=1F.[F:44][C:45]([F:63])([F:62])[C:46]1[CH:47]=[CH:48][C:49]([O:52][CH2:53][CH2:54][C@@H:55]2[CH2:61][C@@H:60]3[C@@H:58]([CH2:59]3)[CH2:57][NH:56]2)=[N:50][CH:51]=1. Product: [CH3:1][C:2]1[N:7]=[C:6]([C:8]([N:56]2[C@H:55]([CH2:54][CH2:53][O:52][C:49]3[CH:48]=[CH:47][C:46]([C:45]([F:63])([F:62])[F:44])=[CH:51][N:50]=3)[CH2:61][C@@H:60]3[C@@H:58]([CH2:59]3)[CH2:57]2)=[O:10])[C:5]([C:11]2[N:16]=[CH:15][CH:14]=[CH:13][N:12]=2)=[CH:4][CH:3]=1. The catalyst class is: 2. (4) Reactant: [C:1]([O:5][C:6](=[O:15])[NH:7][C:8]1[CH:13]=[CH:12][CH:11]=[C:10]([OH:14])[CH:9]=1)([CH3:4])([CH3:3])[CH3:2].C(=O)([O-])[O-].[K+].[K+].[CH2:22]([O:24][C:25](=[O:30])[C:26](Br)([CH3:28])[CH3:27])[CH3:23]. Product: [CH2:22]([O:24][C:25](=[O:30])[C:26]([O:14][C:10]1[CH:11]=[CH:12][CH:13]=[C:8]([NH:7][C:6]([O:5][C:1]([CH3:4])([CH3:2])[CH3:3])=[O:15])[CH:9]=1)([CH3:28])[CH3:27])[CH3:23]. The catalyst class is: 31. (5) Reactant: [N+:1]([C:4]1[CH:5]=[C:6]([NH2:11])[C:7]([NH2:10])=[CH:8][CH:9]=1)([O-])=O. Product: [C:7]1([NH2:10])[C:6]([NH2:11])=[CH:5][C:4]([NH2:1])=[CH:9][CH:8]=1. The catalyst class is: 19.